Task: Regression. Given a peptide amino acid sequence and an MHC pseudo amino acid sequence, predict their binding affinity value. This is MHC class I binding data.. Dataset: Peptide-MHC class I binding affinity with 185,985 pairs from IEDB/IMGT (1) The MHC is HLA-A11:01 with pseudo-sequence HLA-A11:01. The peptide sequence is RRRKGWIPL. The binding affinity (normalized) is 0.213. (2) The peptide sequence is YEFLQPILL. The MHC is HLA-B51:01 with pseudo-sequence HLA-B51:01. The binding affinity (normalized) is 0. (3) The peptide sequence is ALLGGLRPV. The MHC is HLA-A02:01 with pseudo-sequence HLA-A02:01. The binding affinity (normalized) is 0.936. (4) The peptide sequence is GLYSSTVPV. The MHC is HLA-A01:01 with pseudo-sequence HLA-A01:01. The binding affinity (normalized) is 0.0726. (5) The peptide sequence is IYLPIVHPF. The MHC is HLA-A68:02 with pseudo-sequence HLA-A68:02. The binding affinity (normalized) is 0.0847. (6) The binding affinity (normalized) is 0. The MHC is HLA-A31:01 with pseudo-sequence HLA-A31:01. The peptide sequence is RPDTRHLRVL. (7) The peptide sequence is SLNSIFNTF. The MHC is HLA-B15:03 with pseudo-sequence HLA-B15:03. The binding affinity (normalized) is 0.506.